The task is: Predict the reaction yield, written as a fraction of the theoretical maximum amount of product (1.0 means a 100% yield; for example, 0.34 means a 34% yield).. This data is from Reaction yield outcomes from USPTO patents with 853,638 reactions. The yield is 0.860. The reactants are [CH3:1][O:2][C:3](=[O:17])[CH:4]([O:13][CH:14]([CH3:16])[CH3:15])[CH2:5][C:6]1[CH:11]=[CH:10][C:9]([OH:12])=[CH:8][CH:7]=1.[CH3:18][O:19][C:20]1[CH:46]=[CH:45][C:23]([CH2:24][N:25]2[CH2:29][CH:28]([CH2:30][CH2:31]OS(C3C=CC(C)=CC=3)(=O)=O)[N:27]([CH3:43])[C:26]2=[O:44])=[CH:22][CH:21]=1.C([O-])([O-])=O.[Cs+].[Cs+]. The catalyst is CN(C=O)C.O. The product is [CH3:1][O:2][C:3](=[O:17])[CH:4]([O:13][CH:14]([CH3:15])[CH3:16])[CH2:5][C:6]1[CH:11]=[CH:10][C:9]([O:12][CH2:31][CH2:30][CH:28]2[CH2:29][N:25]([CH2:24][C:23]3[CH:45]=[CH:46][C:20]([O:19][CH3:18])=[CH:21][CH:22]=3)[C:26](=[O:44])[N:27]2[CH3:43])=[CH:8][CH:7]=1.